The task is: Predict which catalyst facilitates the given reaction.. This data is from Catalyst prediction with 721,799 reactions and 888 catalyst types from USPTO. Reactant: Cl.CON(C)[C:5](=[O:14])[C:6]1[CH:11]=[C:10]([Br:12])[CH:9]=[N:8][C:7]=1[NH2:13].[C:16]1([Mg]Br)[CH:21]=[CH:20][CH:19]=[CH:18][CH:17]=1.C(O)(=O)CC(CC(O)=O)(C(O)=O)O.C(OCC)(=O)C. Product: [NH2:13][C:7]1[C:6]([C:5]([C:16]2[CH:21]=[CH:20][CH:19]=[CH:18][CH:17]=2)=[O:14])=[CH:11][C:10]([Br:12])=[CH:9][N:8]=1. The catalyst class is: 116.